This data is from Acute oral toxicity (LD50) regression data from Zhu et al.. The task is: Regression/Classification. Given a drug SMILES string, predict its toxicity properties. Task type varies by dataset: regression for continuous values (e.g., LD50, hERG inhibition percentage) or binary classification for toxic/non-toxic outcomes (e.g., AMES mutagenicity, cardiotoxicity, hepatotoxicity). Dataset: ld50_zhu. (1) The drug is C1CNCCN1. The rat oral LD50 is 1.66, given as -log10 of the dose in mol/kg body weight (higher means more acutely toxic). (2) The compound is O=c1c2ccccc2n(-c2cccc(C(F)(F)F)c2)c(=O)n1CCO. The rat oral LD50 is 2.64, given as -log10 of the dose in mol/kg body weight (higher means more acutely toxic).